This data is from Forward reaction prediction with 1.9M reactions from USPTO patents (1976-2016). The task is: Predict the product of the given reaction. (1) Given the reactants O[C:2]1[C:11]2[C:6](=[CH:7][CH:8]=[CH:9][C:10]=2[C:12]2[CH:17]=[CH:16][CH:15]=[CH:14][CH:13]=2)[C:5]([C:18]2[CH:19]=[N:20][CH:21]=[C:22]([CH:28]=2)[C:23]([O:25][CH2:26][CH3:27])=[O:24])=[N:4][N:3]=1.O=P(Cl)(Cl)[Cl:31].CN(C)C1C=CC=CC=1, predict the reaction product. The product is: [Cl:31][C:2]1[C:11]2[C:6](=[CH:7][CH:8]=[CH:9][C:10]=2[C:12]2[CH:17]=[CH:16][CH:15]=[CH:14][CH:13]=2)[C:5]([C:18]2[CH:19]=[N:20][CH:21]=[C:22]([CH:28]=2)[C:23]([O:25][CH2:26][CH3:27])=[O:24])=[N:4][N:3]=1. (2) Given the reactants [NH2:1][C:2]1[CH:7]=[C:6]([Cl:8])[N:5]=[C:4]([NH:9][C:10]2[CH:17]=[CH:16][C:13]([C:14]#[N:15])=[CH:12][CH:11]=2)[N:3]=1.[Br:18]Br.O.[OH-].[Na+], predict the reaction product. The product is: [NH2:1][C:2]1[C:7]([Br:18])=[C:6]([Cl:8])[N:5]=[C:4]([NH:9][C:10]2[CH:17]=[CH:16][C:13]([C:14]#[N:15])=[CH:12][CH:11]=2)[N:3]=1. (3) The product is: [Br:19][C:20]1[CH:21]=[C:22]2[C:23](=[CH:24][CH:25]=1)[NH:26][C:27](=[O:32])[CH:28]=[C:29]2[OH:31]. Given the reactants BrC1C=CC(N)=CC=1.CC1(C)OC(=O)CC(=O)O1.[Br:19][C:20]1[CH:25]=[CH:24][C:23]([NH:26][C:27](=[O:32])[CH2:28][C:29]([OH:31])=O)=[CH:22][CH:21]=1.CS(O)(=O)=O.O=P12OP3(OP(OP(O3)(O1)=O)(=O)O2)=O, predict the reaction product. (4) Given the reactants [CH2:1]([O:3][C:4]([C:6]1([CH3:27])[CH2:11][CH2:10][N:9]([C:12]2[CH2:26][C:15]3([CH2:18][N:17]([C:19](OC(C)(C)C)=O)[CH2:16]3)[O:14][N:13]=2)[CH2:8][CH2:7]1)=[O:5])[CH3:2].[CH:28]1([C:31]2[CH:36]=[C:35](C=O)[C:34]([O:39][CH2:40][CH3:41])=[CH:33][C:32]=2[C:42]2[CH:47]=[CH:46][CH:45]=[CH:44][C:43]=2[F:48])[CH2:30][CH2:29]1, predict the reaction product. The product is: [CH:28]1([C:31]2[CH:36]=[C:35]([CH2:19][N:17]3[CH2:16][C:15]4([CH2:26][C:12]([N:9]5[CH2:10][CH2:11][C:6]([CH3:27])([C:4]([O:3][CH2:1][CH3:2])=[O:5])[CH2:7][CH2:8]5)=[N:13][O:14]4)[CH2:18]3)[C:34]([O:39][CH2:40][CH3:41])=[CH:33][C:32]=2[C:42]2[CH:47]=[CH:46][CH:45]=[CH:44][C:43]=2[F:48])[CH2:30][CH2:29]1. (5) Given the reactants Br[CH2:2][CH2:3][OH:4].[NH:5]1[CH2:10][CH2:9][CH2:8][CH2:7][CH2:6]1, predict the reaction product. The product is: [N:5]1([CH2:2][CH2:3][OH:4])[CH2:10][CH2:9][CH2:8][CH2:7][CH2:6]1. (6) The product is: [C:1]1([CH:7]([C:9]2[CH:18]=[CH:17][C:16]3[C:11](=[C:12]([C:19]4[NH:27][C:26]5[CH2:25][CH2:24][NH:23][C:22](=[O:28])[C:21]=5[CH:20]=4)[CH:13]=[CH:14][CH:15]=3)[N:10]=2)[CH3:8])[CH:6]=[CH:5][CH:4]=[CH:3][CH:2]=1. Given the reactants [C:1]1([C:7]([C:9]2[CH:18]=[CH:17][C:16]3[C:11](=[C:12]([C:19]4[NH:27][C:26]5[CH2:25][CH2:24][NH:23][C:22](=[O:28])[C:21]=5[CH:20]=4)[CH:13]=[CH:14][CH:15]=3)[N:10]=2)=[CH2:8])[CH:6]=[CH:5][CH:4]=[CH:3][CH:2]=1, predict the reaction product.